Task: Predict which catalyst facilitates the given reaction.. Dataset: Catalyst prediction with 721,799 reactions and 888 catalyst types from USPTO (1) Reactant: [Si:1]([O:18][CH2:19][C@@H:20]([N:23]1[C@H:28]([C:29]2[CH:34]=[CH:33][C:32]([Cl:35])=[CH:31][CH:30]=2)[C@@H:27]([C:36]2[CH:41]=[CH:40][CH:39]=[C:38]([Cl:42])[CH:37]=2)[CH2:26][C@@:25]([CH:44]2[CH2:46][CH:45]2[C:47]([O:49]C)=[O:48])([CH3:43])[C:24]1=[O:51])[CH2:21][CH3:22])([C:14]([CH3:17])([CH3:16])[CH3:15])([C:8]1[CH:13]=[CH:12][CH:11]=[CH:10][CH:9]=1)[C:2]1[CH:7]=[CH:6][CH:5]=[CH:4][CH:3]=1.[OH-].[Na+]. Product: [Si:1]([O:18][CH2:19][C@@H:20]([N:23]1[C@H:28]([C:29]2[CH:30]=[CH:31][C:32]([Cl:35])=[CH:33][CH:34]=2)[C@@H:27]([C:36]2[CH:41]=[CH:40][CH:39]=[C:38]([Cl:42])[CH:37]=2)[CH2:26][C@@:25]([CH:44]2[CH2:46][CH:45]2[C:47]([OH:49])=[O:48])([CH3:43])[C:24]1=[O:51])[CH2:21][CH3:22])([C:14]([CH3:17])([CH3:16])[CH3:15])([C:8]1[CH:13]=[CH:12][CH:11]=[CH:10][CH:9]=1)[C:2]1[CH:3]=[CH:4][CH:5]=[CH:6][CH:7]=1. The catalyst class is: 1. (2) Reactant: [NH2:1][C:2]1[CH:6]=[CH:5][S:4][C:3]=1[C:7]([O:9][CH3:10])=[O:8].[CH3:11][C:12]1[CH:17]=[C:16]([CH3:18])[CH:15]=[CH:14][C:13]=1[S:19](Cl)(=[O:21])=[O:20].N1C=CC=CC=1. Product: [CH3:11][C:12]1[CH:17]=[C:16]([CH3:18])[CH:15]=[CH:14][C:13]=1[S:19]([NH:1][C:2]1[CH:6]=[CH:5][S:4][C:3]=1[C:7]([O:9][CH3:10])=[O:8])(=[O:20])=[O:21]. The catalyst class is: 4. (3) Reactant: [N+:1]([C:4]1[CH:5]=[CH:6][C:7]2[O:11][C:10]([C:12]3[CH:17]=[CH:16][N:15]=[CH:14][CH:13]=3)=[N:9][C:8]=2[CH:18]=1)([O-])=O. Product: [N:15]1[CH:14]=[CH:13][C:12]([C:10]2[O:11][C:7]3[CH:6]=[CH:5][C:4]([NH2:1])=[CH:18][C:8]=3[N:9]=2)=[CH:17][CH:16]=1. The catalyst class is: 19.